Dataset: Full USPTO retrosynthesis dataset with 1.9M reactions from patents (1976-2016). Task: Predict the reactants needed to synthesize the given product. (1) Given the product [Cl:16][C:9]1[CH:8]=[N:7][C:6]2[C:11](=[CH:12][C:3]([S:2][CH3:1])=[CH:4][CH:5]=2)[N:10]=1, predict the reactants needed to synthesize it. The reactants are: [CH3:1][S:2][C:3]1[CH:12]=[C:11]2[C:6]([N:7]=[CH:8][C:9](=O)[NH:10]2)=[CH:5][CH:4]=1.P(Cl)(Cl)([Cl:16])=O. (2) Given the product [N+:8]([C:5]1[CH:6]=[CH:7][C:2]([O:21][CH:18]2[CH2:19][CH2:20][CH:15]([OH:22])[CH2:16][CH2:17]2)=[CH:3][C:4]=1[C:11]([F:14])([F:13])[F:12])([O-:10])=[O:9], predict the reactants needed to synthesize it. The reactants are: F[C:2]1[CH:7]=[CH:6][C:5]([N+:8]([O-:10])=[O:9])=[C:4]([C:11]([F:14])([F:13])[F:12])[CH:3]=1.[C@H:15]1([OH:22])[CH2:20][CH2:19][C@H:18]([OH:21])[CH2:17][CH2:16]1.[H-].[Na+].O. (3) Given the product [OH:9][C:2]([CH3:1])([CH2:3][CH2:4][OH:5])[CH2:8][C:6]([NH:13][CH2:12][CH2:10][OH:11])=[O:7], predict the reactants needed to synthesize it. The reactants are: [CH3:1][C@:2]1([OH:9])[CH2:8][C:6](=[O:7])[O:5][CH2:4][CH2:3]1.[CH2:10]([CH2:12][NH2:13])[OH:11]. (4) Given the product [F:13][C:9]1[C:8]([F:14])=[C:7]2[C:12]([C:3]([CH2:2][N:16]3[C:20]4[CH:21]=[CH:22][CH:23]=[CH:24][C:19]=4[N:18]=[C:17]3[C:25]3[S:29][CH:28]=[N:27][C:26]=3[CH3:30])=[CH:4][C:5](=[O:15])[NH:6]2)=[CH:11][CH:10]=1, predict the reactants needed to synthesize it. The reactants are: Br[CH2:2][C:3]1[C:12]2[C:7](=[C:8]([F:14])[C:9]([F:13])=[CH:10][CH:11]=2)[NH:6][C:5](=[O:15])[CH:4]=1.[NH:16]1[C:20]2[CH:21]=[CH:22][CH:23]=[CH:24][C:19]=2[N:18]=[C:17]1[C:25]1[S:29][CH:28]=[N:27][C:26]=1[CH3:30]. (5) Given the product [C:3]([O:7][C:8](=[O:24])[N:9]([CH2:14][C:15]1[CH:23]=[CH:22][C:18]2[O:19][CH2:20][O:21][C:17]=2[CH:16]=1)[CH2:10][CH2:11][CH2:12][NH:2][CH3:1])([CH3:6])([CH3:5])[CH3:4], predict the reactants needed to synthesize it. The reactants are: [CH3:1][NH2:2].[C:3]([O:7][C:8](=[O:24])[N:9]([CH2:14][C:15]1[CH:23]=[CH:22][C:18]2[O:19][CH2:20][O:21][C:17]=2[CH:16]=1)[CH2:10][CH2:11][CH2:12]Br)([CH3:6])([CH3:5])[CH3:4].